Dataset: Forward reaction prediction with 1.9M reactions from USPTO patents (1976-2016). Task: Predict the product of the given reaction. (1) Given the reactants [NH2:1][C@H:2]1[CH2:7][CH2:6][N:5]([C:8]2[S:9][C:10]([C:13]([O:15][CH2:16][CH3:17])=[O:14])=[CH:11][N:12]=2)[CH2:4][C@H:3]1[O:18][CH3:19].[Cl:20][C:21]1[N:22]=[C:23]([C:27](O)=[O:28])[NH:24][C:25]=1[Cl:26].CCN=C=NCCCN(C)C.Cl, predict the reaction product. The product is: [Cl:20][C:21]1[N:22]=[C:23]([C:27]([NH:1][C@H:2]2[CH2:7][CH2:6][N:5]([C:8]3[S:9][C:10]([C:13]([O:15][CH2:16][CH3:17])=[O:14])=[CH:11][N:12]=3)[CH2:4][C@H:3]2[O:18][CH3:19])=[O:28])[NH:24][C:25]=1[Cl:26]. (2) Given the reactants Cl[C:2]1[CH:7]=[C:6]([CH2:8][C:9]2[C:10]([CH:31]3[CH2:33][CH2:32]3)=[N:11][C:12]([N:17]3[CH2:22][CH2:21][N:20]([C:23](=[O:27])[CH2:24][CH2:25][OH:26])[C@H:19]([CH:28]4[CH2:30][CH2:29]4)[CH2:18]3)=[C:13]([CH:16]=2)[C:14]#[N:15])[CH:5]=[CH:4][N:3]=1.[CH:34]([B-](F)(F)F)=[CH2:35].[K+].[F-].[Cs+], predict the reaction product. The product is: [CH:31]1([C:10]2[C:9]([CH2:8][C:6]3[CH:5]=[CH:4][N:3]=[C:2]([CH:34]=[CH2:35])[CH:7]=3)=[CH:16][C:13]([C:14]#[N:15])=[C:12]([N:17]3[CH2:22][CH2:21][N:20]([C:23](=[O:27])[CH2:24][CH2:25][OH:26])[C@H:19]([CH:28]4[CH2:30][CH2:29]4)[CH2:18]3)[N:11]=2)[CH2:33][CH2:32]1.